From a dataset of Full USPTO retrosynthesis dataset with 1.9M reactions from patents (1976-2016). Predict the reactants needed to synthesize the given product. Given the product [CH:1]1([O:6][CH2:7][C:8]([NH:11][NH2:12])=[O:10])[CH2:5][CH2:4][CH2:3][CH2:2]1, predict the reactants needed to synthesize it. The reactants are: [CH:1]1([O:6][CH2:7][C:8]([OH:10])=O)[CH2:5][CH2:4][CH2:3][CH2:2]1.[NH:11](C(OC(C)(C)C)=O)[NH2:12].OC1C2N=NNC=2C=CC=1.Cl.C(N=C=NCCCN(C)C)C.C(N(C(C)C)CC)(C)C.FC(F)(F)C(O)=O.